This data is from Full USPTO retrosynthesis dataset with 1.9M reactions from patents (1976-2016). The task is: Predict the reactants needed to synthesize the given product. (1) Given the product [Br:1][C:2]1[CH:7]=[CH:6][C:5]([CH:8]([CH2:19][CH2:20][CH2:21][C:22]([F:25])([F:23])[F:24])[CH2:9][C:10]([C:12]2[CH:13]=[CH:14][C:15](=[O:18])[N:16]([CH3:28])[CH:17]=2)=[O:11])=[CH:4][CH:3]=1, predict the reactants needed to synthesize it. The reactants are: [Br:1][C:2]1[CH:7]=[CH:6][C:5]([CH:8]([CH2:19][CH2:20][CH2:21][C:22]([F:25])([F:24])[F:23])[CH2:9][C:10]([C:12]2[CH:13]=[CH:14][C:15](=[O:18])[NH:16][CH:17]=2)=[O:11])=[CH:4][CH:3]=1.IC.[C:28](=O)([O-])[O-].[K+].[K+]. (2) Given the product [C:12]([O:11][C:9]([N:28]1[CH2:27][CH2:26][N:23]2[C:24]3[CH:25]=[C:17]([I:16])[CH:18]=[CH:19][C:20]=3[CH2:21][CH:22]2[CH2:29]1)=[O:10])([CH3:13])([CH3:14])[CH3:15], predict the reactants needed to synthesize it. The reactants are: [C:12]([O:11][C:9](O[C:9]([O:11][C:12]([CH3:15])([CH3:14])[CH3:13])=[O:10])=[O:10])([CH3:15])([CH3:14])[CH3:13].[I:16][C:17]1[CH:18]=[CH:19][C:20]2[CH2:21][CH:22]3[CH2:29][NH:28][CH2:27][CH2:26][N:23]3[C:24]=2[CH:25]=1. (3) Given the product [CH2:1]([C:4]1([S:7]([Cl:14])(=[O:10])=[O:8])[CH2:6][CH2:5]1)[CH:2]=[CH2:3], predict the reactants needed to synthesize it. The reactants are: [CH2:1]([C:4]1([S:7]([O-:10])(=O)=[O:8])[CH2:6][CH2:5]1)[CH:2]=[CH2:3].[K+].S(Cl)([Cl:14])=O. (4) Given the product [NH2:14][C:12]1[S:13][C:4]2[CH:5]=[C:6]([C:8]#[N:9])[CH:7]=[C:2]([Br:1])[C:3]=2[N:11]=1, predict the reactants needed to synthesize it. The reactants are: [Br:1][C:2]1[CH:7]=[C:6]([C:8]#[N:9])[CH:5]=[C:4](Br)[C:3]=1[NH:11][C:12]([NH2:14])=[S:13].C([O-])([O-])=O.[Cs+].[Cs+].O.